Dataset: Reaction yield outcomes from USPTO patents with 853,638 reactions. Task: Predict the reaction yield, written as a fraction of the theoretical maximum amount of product (1.0 means a 100% yield; for example, 0.34 means a 34% yield). (1) The reactants are [C:1]([C:5]1[O:9][C:8]([C:10]2[C:11]([NH2:28])=[N:12][CH:13]=[C:14]([C:16]3[N:20]([CH3:21])[N:19]=[C:18]([CH:22]4[CH2:27][CH2:26][NH:25][CH2:24][CH2:23]4)[N:17]=3)[N:15]=2)=[N:7][N:6]=1)([CH3:4])([CH3:3])[CH3:2].C(N(C(C)C)C(C)C)C.[OH:38][C@H:39]([CH3:44])[CH2:40][C:41](O)=[O:42]. The catalyst is CN(C)C=O.C(#N)C. The product is [NH2:28][C:11]1[N:12]=[CH:13][C:14]([C:16]2[N:20]([CH3:21])[N:19]=[C:18]([CH:22]3[CH2:23][CH2:24][N:25]([C:41](=[O:42])[CH2:40][C@H:39]([OH:38])[CH3:44])[CH2:26][CH2:27]3)[N:17]=2)=[N:15][C:10]=1[C:8]1[O:9][C:5]([C:1]([CH3:4])([CH3:2])[CH3:3])=[N:6][N:7]=1. The yield is 0.510. (2) The yield is 0.770. The catalyst is C(Cl)Cl.[NH4+].[Cl-]. The product is [CH2:20]([NH:24][C:17]([C:15]1[CH:14]=[CH:13][C:5]2[S:6][C:7]3[CH:12]=[CH:11][CH:10]=[CH:9][C:8]=3[C:2]([Cl:1])=[N:3][C:4]=2[CH:16]=1)=[O:18])[CH:21]([CH3:23])[CH3:22]. The reactants are [Cl:1][C:2]1[C:8]2[CH:9]=[CH:10][CH:11]=[CH:12][C:7]=2[S:6][C:5]2[CH:13]=[CH:14][C:15]([C:17](Cl)=[O:18])=[CH:16][C:4]=2[N:3]=1.[CH2:20]([NH2:24])[CH:21]([CH3:23])[CH3:22]. (3) The reactants are [C:1]([C:3]1[CH:8]=[CH:7][C:6]([N:9]2[C@@H:13]3[CH2:14][CH2:15][CH2:16][CH2:17][C@H:12]3[N:11]([C:18]3[CH:26]=[CH:25][C:21]([C:22]([OH:24])=O)=[C:20]([F:27])[CH:19]=3)[C:10]2=[O:28])=[CH:5][C:4]=1[C:29]([F:32])([F:31])[F:30])#[N:2].[NH2:33][CH2:34][CH2:35][OH:36]. No catalyst specified. The product is [C:1]([C:3]1[CH:8]=[CH:7][C:6]([N:9]2[C@@H:13]3[CH2:14][CH2:15][CH2:16][CH2:17][C@H:12]3[N:11]([C:18]3[CH:26]=[CH:25][C:21]([C:22]([NH:33][CH2:34][CH2:35][OH:36])=[O:24])=[C:20]([F:27])[CH:19]=3)[C:10]2=[O:28])=[CH:5][C:4]=1[C:29]([F:30])([F:31])[F:32])#[N:2]. The yield is 0.410. (4) The reactants are [F:1][C:2]1[CH:7]=[C:6]([F:8])[CH:5]=[CH:4][C:3]=1[NH:9][C:10]1[C:19]2[C:14](=[CH:15][C:16]([O:22][CH3:23])=[C:17]([O:20][CH3:21])[CH:18]=2)[N:13]=[N:12][C:11]=1[C:24]([O:26]CC)=O.C[N:30](C=O)C.C(N)=O.C[O-].[Na+]. The catalyst is CO.O. The product is [F:1][C:2]1[CH:7]=[C:6]([F:8])[CH:5]=[CH:4][C:3]=1[NH:9][C:10]1[C:19]2[C:14](=[CH:15][C:16]([O:22][CH3:23])=[C:17]([O:20][CH3:21])[CH:18]=2)[N:13]=[N:12][C:11]=1[C:24]([NH2:30])=[O:26]. The yield is 0.960. (5) The yield is 0.310. The catalyst is COCCOCCOC. The reactants are [F:1][C:2]([F:7])([F:6])[C:3]([F:5])=[O:4].[F-:8].[K+].[CH2:10]=[C:11]([C:16](OS(F)(=O)=O)([F:18])[F:17])[C:12]([F:15])([F:14])[F:13]. The product is [F:17][C:16]([F:18])([O:4][C:3]([F:8])([F:5])[C:2]([F:7])([F:6])[F:1])[C:11]([C:12]([F:15])([F:14])[F:13])=[CH2:10]. (6) The reactants are [CH3:1][C:2]1[NH:3][C:4](=[O:26])[C:5]([CH2:11][C:12]2[CH:17]=[CH:16][C:15]([C:18]3[C:19]([C:24]#[N:25])=[CH:20][CH:21]=[CH:22][CH:23]=3)=[CH:14][CH:13]=2)=[C:6]([CH2:8][CH2:9][CH3:10])[N:7]=1.Br[CH2:28][CH:29]1[CH2:34][CH2:33][CH2:32][CH2:31][O:30]1.C(=O)([O-])[O-].[K+].[K+].CN(C)C=O. The catalyst is C(OCC)(=O)C. The product is [CH3:1][C:2]1[N:3]([CH2:28][CH:29]2[CH2:34][CH2:33][CH2:32][CH2:31][O:30]2)[C:4](=[O:26])[C:5]([CH2:11][C:12]2[CH:17]=[CH:16][C:15]([C:18]3[C:19]([C:24]#[N:25])=[CH:20][CH:21]=[CH:22][CH:23]=3)=[CH:14][CH:13]=2)=[C:6]([CH2:8][CH2:9][CH3:10])[N:7]=1. The yield is 0.480. (7) The reactants are C[O:2][C:3](=[O:41])[C:4]1[CH:9]=[CH:8][C:7]([C:10]2[N:11]=[C:12]([C:29]3[CH:34]=[CH:33][CH:32]=[C:31]([CH2:35][CH2:36][CH2:37][CH2:38][CH2:39][CH3:40])[CH:30]=3)[N:13]([CH3:28])[C:14]=2[C:15]([N:17]2[CH2:22][CH2:21][CH:20]([N:23]3[CH2:27][CH2:26][CH2:25][CH2:24]3)[CH2:19][CH2:18]2)=[O:16])=[CH:6][CH:5]=1.[OH-].[Li+]. The catalyst is C1COCC1.CO. The product is [CH2:35]([C:31]1[CH:30]=[C:29]([C:12]2[N:13]([CH3:28])[C:14]([C:15]([N:17]3[CH2:18][CH2:19][CH:20]([N:23]4[CH2:24][CH2:25][CH2:26][CH2:27]4)[CH2:21][CH2:22]3)=[O:16])=[C:10]([C:7]3[CH:8]=[CH:9][C:4]([C:3]([OH:41])=[O:2])=[CH:5][CH:6]=3)[N:11]=2)[CH:34]=[CH:33][CH:32]=1)[CH2:36][CH2:37][CH2:38][CH2:39][CH3:40]. The yield is 0.890. (8) The reactants are C(N1C=CN=C1)(N1C=CN=C1)=O.[CH2:13]([O:20][C:21]1[CH:29]=[C:28]([O:30][CH2:31][C:32]2[CH:37]=[CH:36][CH:35]=[CH:34][CH:33]=2)[C:27]([C:38]([CH3:40])=[CH2:39])=[CH:26][C:22]=1[C:23](O)=[O:24])[C:14]1[CH:19]=[CH:18][CH:17]=[CH:16][CH:15]=1.[CH3:41][N:42]1[CH2:47][CH2:46][N:45]([CH2:48][C:49]2[CH:50]=[C:51]3[C:55](=[CH:56][CH:57]=2)[CH2:54][NH:53][CH2:52]3)[CH2:44][CH2:43]1. The catalyst is CN(C=O)C. The product is [CH2:13]([O:20][C:21]1[CH:29]=[C:28]([O:30][CH2:31][C:32]2[CH:33]=[CH:34][CH:35]=[CH:36][CH:37]=2)[C:27]([C:38]([CH3:40])=[CH2:39])=[CH:26][C:22]=1[C:23]([N:53]1[CH2:52][C:51]2[C:55](=[CH:56][CH:57]=[C:49]([CH2:48][N:45]3[CH2:46][CH2:47][N:42]([CH3:41])[CH2:43][CH2:44]3)[CH:50]=2)[CH2:54]1)=[O:24])[C:14]1[CH:15]=[CH:16][CH:17]=[CH:18][CH:19]=1. The yield is 0.770. (9) The reactants are [Br:1][C:2]1[CH:7]=[CH:6][C:5]([C@H:8]2[CH2:13][C@@H:12]([C:14]([F:17])([F:16])[F:15])[N:11]3[N:18]=[CH:19][C:20]([C:21]([OH:23])=O)=[C:10]3[NH:9]2)=[CH:4][CH:3]=1.CN(C(ON1N=NC2C=CC=NC1=2)=[N+](C)C)C.F[P-](F)(F)(F)(F)F.C(N(CC)C(C)C)(C)C.[CH3:57][C:58]1[CH:65]=[CH:64][C:61]([CH2:62][NH2:63])=[CH:60][CH:59]=1. No catalyst specified. The product is [Br:1][C:2]1[CH:3]=[CH:4][C:5]([C@H:8]2[CH2:13][C@@H:12]([C:14]([F:16])([F:17])[F:15])[N:11]3[N:18]=[CH:19][C:20]([C:21]([NH:63][CH2:62][C:61]4[CH:64]=[CH:65][C:58]([CH3:57])=[CH:59][CH:60]=4)=[O:23])=[C:10]3[NH:9]2)=[CH:6][CH:7]=1. The yield is 0.500. (10) The reactants are [NH2:1][C:2]1[C:3]([O:16][CH3:17])=[CH:4][C:5]2[CH2:11][N:10]([CH2:12][CH3:13])[CH2:9][C:8](=[O:14])[NH:7][C:6]=2[CH:15]=1.Cl[C:19]1[N:24]=[C:23]([NH:25][C:26]2[CH:31]=[CH:30][C:29]([N:32]3[CH2:37][CH2:36][O:35][CH2:34][CH2:33]3)=[CH:28][C:27]=2[O:38][CH3:39])[C:22]([Cl:40])=[CH:21][N:20]=1. No catalyst specified. The product is [Cl:40][C:22]1[C:23]([NH:25][C:26]2[CH:31]=[CH:30][C:29]([N:32]3[CH2:33][CH2:34][O:35][CH2:36][CH2:37]3)=[CH:28][C:27]=2[O:38][CH3:39])=[N:24][C:19]([NH:1][C:2]2[C:3]([O:16][CH3:17])=[CH:4][C:5]3[CH2:11][N:10]([CH2:12][CH3:13])[CH2:9][C:8](=[O:14])[NH:7][C:6]=3[CH:15]=2)=[N:20][CH:21]=1. The yield is 0.220.